Dataset: Reaction yield outcomes from USPTO patents with 853,638 reactions. Task: Predict the reaction yield, written as a fraction of the theoretical maximum amount of product (1.0 means a 100% yield; for example, 0.34 means a 34% yield). (1) The reactants are [CH2:1]([CH:4]1[CH2:8][NH:7][C:6](=[O:9])[CH2:5]1)[CH2:2][CH3:3].[Cl:10][C:11]1[CH:16]=[CH:15][C:14]([CH2:17]Cl)=[CH:13][N:12]=1.[H-].[Na+]. The catalyst is C(#N)C. The product is [Cl:10][C:11]1[N:12]=[CH:13][C:14]([CH2:17][N:7]2[CH2:8][CH:4]([CH2:1][CH2:2][CH3:3])[CH2:5][C:6]2=[O:9])=[CH:15][CH:16]=1. The yield is 0.800. (2) The reactants are [F:1][C:2]1[CH:10]=[CH:9][CH:8]=[C:7]([I:11])[C:3]=1[C:4]([OH:6])=[O:5].C(Cl)(=O)C(Cl)=O.CN(C=O)C.O[NH:24][C:25](=[NH:27])[CH3:26]. The catalyst is C(Cl)Cl. The product is [F:1][C:2]1[CH:10]=[CH:9][CH:8]=[C:7]([I:11])[C:3]=1[C:4]([O:6]/[N:24]=[C:25](\[NH2:27])/[CH3:26])=[O:5]. The yield is 0.860.